From a dataset of Forward reaction prediction with 1.9M reactions from USPTO patents (1976-2016). Predict the product of the given reaction. (1) The product is: [C:1]([O:5][C@@H:6]([C:12]1[C:37]([CH3:38])=[CH:36][C:15]2[N:16]=[C:17]([C:19]3[CH:24]=[CH:23][N:22]=[C:21]([C:25]4[CH:33]=[C:32]5[C:28]([C:29]([F:35])=[N:30][N:31]5[CH3:34])=[CH:27][CH:26]=4)[CH:20]=3)[S:18][C:14]=2[C:13]=1[C:39]1[CH:44]=[CH:43][C:42]([Cl:45])=[CH:41][CH:40]=1)[C:7]([OH:9])=[O:8])([CH3:4])([CH3:2])[CH3:3]. Given the reactants [C:1]([O:5][C@@H:6]([C:12]1[C:37]([CH3:38])=[CH:36][C:15]2[N:16]=[C:17]([C:19]3[CH:24]=[CH:23][N:22]=[C:21]([C:25]4[CH:33]=[C:32]5[C:28]([C:29]([F:35])=[N:30][N:31]5[CH3:34])=[CH:27][CH:26]=4)[CH:20]=3)[S:18][C:14]=2[C:13]=1[C:39]1[CH:44]=[CH:43][C:42]([Cl:45])=[CH:41][CH:40]=1)[C:7]([O:9]CC)=[O:8])([CH3:4])([CH3:3])[CH3:2].[OH-].[Na+].CN(C=O)C.C(O)(=O)C, predict the reaction product. (2) The product is: [F:19][C:20]([F:29])([F:30])[C:21]1[CH:28]=[CH:27][C:24]([CH2:25][N:16]2[C:15](=[O:18])[N:4]3[N:5]=[CH:6][C:7]([C:8]4[CH:13]=[CH:12][C:11]([Cl:14])=[CH:10][CH:9]=4)=[C:2]([Cl:1])[C:3]3=[N:17]2)=[CH:23][CH:22]=1. Given the reactants [Cl:1][C:2]1[C:3]2[N:4]([C:15](=[O:18])[NH:16][N:17]=2)[N:5]=[CH:6][C:7]=1[C:8]1[CH:13]=[CH:12][C:11]([Cl:14])=[CH:10][CH:9]=1.[F:19][C:20]([F:30])([F:29])[C:21]1[CH:28]=[CH:27][C:24]([CH2:25]Br)=[CH:23][CH:22]=1.C([O-])([O-])=O.[K+].[K+].CCOC(C)=O, predict the reaction product. (3) Given the reactants [O:1]1[C:5]2[CH:6]=[CH:7][CH:8]=[CH:9][C:4]=2[CH:3]=[C:2]1[CH:10]=[N:11][S:12]([C:15]1[CH:25]=[CH:24][C:18]2[O:19][CH2:20][CH2:21][CH2:22][O:23][C:17]=2[CH:16]=1)(=[O:14])=[O:13].O1CCCC1.Br[Mg][C:33]1[CH:38]=[CH:37][CH:36]=[CH:35][C:34]=1[S:39][CH3:40], predict the reaction product. The product is: [O:1]1[C:5]2[CH:6]=[CH:7][CH:8]=[CH:9][C:4]=2[CH:3]=[C:2]1[CH:10]([C:33]1[CH:38]=[CH:37][CH:36]=[CH:35][C:34]=1[S:39][CH3:40])[NH:11][S:12]([C:15]1[CH:25]=[CH:24][C:18]2[O:19][CH2:20][CH2:21][CH2:22][O:23][C:17]=2[CH:16]=1)(=[O:13])=[O:14].